Dataset: Forward reaction prediction with 1.9M reactions from USPTO patents (1976-2016). Task: Predict the product of the given reaction. (1) Given the reactants C(N(CC)CC)C.[CH3:8][O:9][C:10]1[CH:11]=[C:12]2[C:21](=[CH:22][CH:23]=1)[N:20]=[CH:19][C:18]1[O:17][CH2:16][C:15](C(O)=O)=[CH:14][C:13]2=1.C1(P(N=[N+]=[N-])(C2C=CC=CC=2)=[O:34])C=CC=CC=1.Cl, predict the reaction product. The product is: [CH3:8][O:9][C:10]1[CH:11]=[C:12]2[C:21](=[CH:22][CH:23]=1)[N:20]=[CH:19][C:18]1[O:17][CH2:16][C:15](=[O:34])[CH2:14][C:13]2=1. (2) Given the reactants C1C=CC(P(C2C(C3C(P(C4C=CC=CC=4)C4C=CC=CC=4)=CC=C4C=3C=CC=C4)=C3C(C=CC=C3)=CC=2)C2C=CC=CC=2)=CC=1.[CH3:47][O:48][C:49]1[CH:54]=[C:53]([N:55]2[CH2:60][CH2:59][O:58][CH2:57][CH2:56]2)[CH:52]=[CH:51][C:50]=1[NH2:61].C([O-])([O-])=O.[Cs+].[Cs+].Cl[C:69]1[N:77]=[C:76]2[C:72]([N:73]=[CH:74][N:75]2C2CCCCO2)=[C:71]([CH2:84][CH:85]2[CH2:90][CH2:89][CH2:88][CH2:87][CH2:86]2)[N:70]=1, predict the reaction product. The product is: [CH:85]1([CH2:84][C:71]2[N:70]=[C:69]([NH:61][C:50]3[CH:51]=[CH:52][C:53]([N:55]4[CH2:56][CH2:57][O:58][CH2:59][CH2:60]4)=[CH:54][C:49]=3[O:48][CH3:47])[N:77]=[C:76]3[C:72]=2[N:73]=[CH:74][NH:75]3)[CH2:86][CH2:87][CH2:88][CH2:89][CH2:90]1.